This data is from Forward reaction prediction with 1.9M reactions from USPTO patents (1976-2016). The task is: Predict the product of the given reaction. (1) Given the reactants Cl.[Cl:2][C:3]1[CH:4]=[C:5]([C:8]2[O:12][N:11]=[C:10]([C@H:13]3[CH2:18][CH2:17][CH2:16][NH:15][CH2:14]3)[N:9]=2)[NH:6][CH:7]=1.[CH3:19][C:20]1[O:24][N:23]=[CH:22][C:21]=1[C:25](O)=[O:26], predict the reaction product. The product is: [Cl:2][C:3]1[CH:4]=[C:5]([C:8]2[O:12][N:11]=[C:10]([C@H:13]3[CH2:18][CH2:17][CH2:16][N:15]([C:25]([C:21]4[CH:22]=[N:23][O:24][C:20]=4[CH3:19])=[O:26])[CH2:14]3)[N:9]=2)[NH:6][CH:7]=1. (2) The product is: [O:11]=[C:9]1[C:10]2=[C:2]([S:34][C:28]3[CH:33]=[CH:32][CH:31]=[CH:30][CH:29]=3)[CH:3]=[CH:4][N:5]2[N:6]=[C:7]([C@@H:18]([NH:20][C:21](=[O:27])[O:22][C:23]([CH3:26])([CH3:25])[CH3:24])[CH3:19])[N:8]1[C:12]1[CH:17]=[CH:16][CH:15]=[CH:14][CH:13]=1. Given the reactants I[C:2]1[CH:3]=[CH:4][N:5]2[C:10]=1[C:9](=[O:11])[N:8]([C:12]1[CH:17]=[CH:16][CH:15]=[CH:14][CH:13]=1)[C:7]([C@@H:18]([NH:20][C:21](=[O:27])[O:22][C:23]([CH3:26])([CH3:25])[CH3:24])[CH3:19])=[N:6]2.[C:28]1([SH:34])[CH:33]=[CH:32][CH:31]=[CH:30][CH:29]=1.C(=O)([O-])[O-].[K+].[K+], predict the reaction product. (3) Given the reactants [Cl:1][C:2](Cl)([O:4]C(=O)OC(Cl)(Cl)Cl)Cl.[N:13]1([CH:19]2[CH2:24][CH2:23][NH:22][CH2:21][CH2:20]2)[CH2:18][CH2:17][CH2:16][CH2:15][CH2:14]1, predict the reaction product. The product is: [ClH:1].[Cl:1][C:2]([N:22]1[CH2:23][CH2:24][CH:19]([N:13]2[CH2:18][CH2:17][CH2:16][CH2:15][CH2:14]2)[CH2:20][CH2:21]1)=[O:4]. (4) Given the reactants [NH2:1][C:2]1[S:3][CH:4]=[C:5]([C:7](=[N:11][O:12][C:13](=[O:15])[CH3:14])[C:8](O)=[O:9])[N:6]=1.P(Cl)(Cl)(Cl)(Cl)[Cl:17], predict the reaction product. The product is: [ClH:17].[NH2:1][C:2]1[S:3][CH:4]=[C:5]([C:7](=[N:11][O:12][C:13](=[O:15])[CH3:14])[C:8]([Cl:17])=[O:9])[N:6]=1. (5) Given the reactants [NH:1]1[CH2:4][CH:3]([CH:5]([C:10]2[CH:11]=[C:12]([CH:18]=[C:19]([F:21])[CH:20]=2)[C:13]([O:15][CH2:16][CH3:17])=[O:14])[C:6]([F:9])([CH3:8])[CH3:7])[CH2:2]1.Br[CH:23]([C:32]1[CH:37]=[CH:36][C:35]([Cl:38])=[CH:34][CH:33]=1)[C:24]1[CH:25]=[C:26]([CH:29]=[CH:30][CH:31]=1)[C:27]#[N:28].CCN(C(C)C)C(C)C, predict the reaction product. The product is: [Cl:38][C:35]1[CH:36]=[CH:37][C:32]([CH:23]([C:24]2[CH:31]=[CH:30][CH:29]=[C:26]([C:27]#[N:28])[CH:25]=2)[N:1]2[CH2:4][CH:3]([CH:5]([C:10]3[CH:11]=[C:12]([CH:18]=[C:19]([F:21])[CH:20]=3)[C:13]([O:15][CH2:16][CH3:17])=[O:14])[C:6]([F:9])([CH3:8])[CH3:7])[CH2:2]2)=[CH:33][CH:34]=1. (6) Given the reactants [CH3:1][CH:2]([N:4]1[C:8]2[N:9]=[C:10]([C:16]3[CH:21]=[CH:20][N:19]=[CH:18][CH:17]=3)[CH:11]=[C:12]([C:13]([OH:15])=O)[C:7]=2[CH:6]=[N:5]1)[CH3:3].[NH2:22][CH2:23][C:24]1[C:25](=[O:34])[NH:26][C:27]([CH3:33])=[CH:28][C:29]=1[CH:30]1[CH2:32][CH2:31]1.C(Cl)CCl.C1C=NC2N(O)N=NC=2C=1.CN1CCOCC1, predict the reaction product. The product is: [CH:30]1([C:29]2[CH:28]=[C:27]([CH3:33])[NH:26][C:25](=[O:34])[C:24]=2[CH2:23][NH:22][C:13]([C:12]2[C:7]3[CH:6]=[N:5][N:4]([CH:2]([CH3:1])[CH3:3])[C:8]=3[N:9]=[C:10]([C:16]3[CH:21]=[CH:20][N:19]=[CH:18][CH:17]=3)[CH:11]=2)=[O:15])[CH2:31][CH2:32]1.